Dataset: Forward reaction prediction with 1.9M reactions from USPTO patents (1976-2016). Task: Predict the product of the given reaction. (1) Given the reactants O1[CH2:6][CH2:5]OCC1.BrC1[C:16]2[C:11](=[CH:12][CH:13]=[CH:14][C:15]=2[N+:17]([O-:19])=[O:18])[N:10]([CH2:20][C:21]2[CH:26]=[CH:25][CH:24]=[C:23]([CH:27]([CH3:29])[CH3:28])[N:22]=2)[N:9]=1.CB(O)O.C(=O)([O-])[O-].[K+].[K+], predict the reaction product. The product is: [CH:27]([C:23]1[N:22]=[C:21]([CH2:20][N:10]2[C:11]3[C:16](=[C:15]([N+:17]([O-:19])=[O:18])[CH:14]=[CH:13][CH:12]=3)[C:5]([CH3:6])=[N:9]2)[CH:26]=[CH:25][CH:24]=1)([CH3:29])[CH3:28]. (2) Given the reactants [OH-:1].[K+].[NH2:3]O.Cl.[O:6]1[C:10]2[CH:11]=[CH:12][CH:13]=[CH:14][C:9]=2[N:8]=[C:7]1[N:15]([CH2:22][C:23]1[CH:32]=[CH:31][C:26]([C:27](OC)=[O:28])=[CH:25][CH:24]=1)[C:16]1[CH:21]=[CH:20][CH:19]=[CH:18][N:17]=1, predict the reaction product. The product is: [NH2:3][OH:1].[O:6]1[C:10]2[CH:11]=[CH:12][CH:13]=[CH:14][C:9]=2[N:8]=[C:7]1[N:15]([CH2:22][C:23]1[CH:32]=[CH:31][C:26]([C:27]([NH:3][OH:1])=[O:28])=[CH:25][CH:24]=1)[C:16]1[CH:21]=[CH:20][CH:19]=[CH:18][N:17]=1. (3) Given the reactants [C:1]([O:5][C:6]([N:8]1[CH2:12][CH2:11][CH2:10][CH:9]1[C:13]([O:15][CH2:16][C:17]([C:19]1[CH:28]=[CH:27][C:26]2[C:21](=[CH:22][CH:23]=[C:24]([Br:29])[CH:25]=2)[CH:20]=1)=[O:18])=[O:14])=[O:7])([CH3:4])([CH3:3])[CH3:2].COC(=O)[C@@H:33]1C[C@H](C#N)C[N:34]1C(OC(C)(C)C)=O, predict the reaction product. The product is: [C:1]([O:5][C:6]([N:8]1[CH2:12][CH:11]([C:33]#[N:34])[CH2:10][CH:9]1[C:13]([O:15][CH2:16][C:17]([C:19]1[CH:28]=[CH:27][C:26]2[C:21](=[CH:22][CH:23]=[C:24]([Br:29])[CH:25]=2)[CH:20]=1)=[O:18])=[O:14])=[O:7])([CH3:4])([CH3:2])[CH3:3].